Dataset: Peptide-MHC class II binding affinity with 134,281 pairs from IEDB. Task: Regression. Given a peptide amino acid sequence and an MHC pseudo amino acid sequence, predict their binding affinity value. This is MHC class II binding data. (1) The peptide sequence is HKTVEVPFNVAQAYC. The MHC is DRB1_0101 with pseudo-sequence DRB1_0101. The binding affinity (normalized) is 0.417. (2) The peptide sequence is ADKVAYALAQGLKVI. The MHC is DRB3_0202 with pseudo-sequence DRB3_0202. The binding affinity (normalized) is 0.563. (3) The peptide sequence is PEPDFTIQYRNKIID. The MHC is DRB1_1501 with pseudo-sequence DRB1_1501. The binding affinity (normalized) is 0.535. (4) The binding affinity (normalized) is 0.401. The MHC is DRB1_0404 with pseudo-sequence DRB1_0404. The peptide sequence is EGKQSLTKLAAAWGG.